Predict the reactants needed to synthesize the given product. From a dataset of Full USPTO retrosynthesis dataset with 1.9M reactions from patents (1976-2016). (1) Given the product [CH3:22][N:8]1[C:6]2=[N:7][C:2]([N:34]3[CH:35]=[CH:36][C:31]([C:28]4[N:29]=[N:30][C:25]([C:24]([F:38])([F:23])[F:39])=[CH:26][CH:27]=4)=[CH:32][C:33]3=[O:37])=[CH:3][CH:4]=[C:5]2[C:10]2[CH2:11][N:12]([C:15]([O:17][C:18]([CH3:21])([CH3:20])[CH3:19])=[O:16])[CH2:13][CH2:14][C:9]1=2, predict the reactants needed to synthesize it. The reactants are: Br[C:2]1[N:7]=[C:6]2[N:8]([CH3:22])[C:9]3[CH2:14][CH2:13][N:12]([C:15]([O:17][C:18]([CH3:21])([CH3:20])[CH3:19])=[O:16])[CH2:11][C:10]=3[C:5]2=[CH:4][CH:3]=1.[F:23][C:24]([F:39])([F:38])[C:25]1[N:30]=[N:29][C:28]([C:31]2[CH:36]=[CH:35][NH:34][C:33](=[O:37])[CH:32]=2)=[CH:27][CH:26]=1.C([O-])([O-])=O.[Cs+].[Cs+].OC1C=CC=C2C=1N=CC=C2. (2) Given the product [C:1]([O:5][C:6]([N:8]([CH3:15])[C:9]([CH3:14])([CH3:13])[C:10]([O:12][N:23]1[C:21](=[O:22])[CH2:20][CH2:19][C:18]1=[O:24])=[O:11])=[O:7])([CH3:4])([CH3:3])[CH3:2], predict the reactants needed to synthesize it. The reactants are: [C:1]([O:5][C:6]([N:8]([CH3:15])[C:9]([CH3:14])([CH3:13])[C:10]([OH:12])=[O:11])=[O:7])([CH3:4])([CH3:3])[CH3:2].ON[C:18](=[O:24])[CH2:19][CH2:20][C:21]([NH2:23])=[O:22].C(N(CC)CC)C.C(Cl)CCl. (3) Given the product [CH3:1][O:2][C:3]1[CH:4]=[C:5]2[C:10](=[CH:11][C:12]=1[O:13][CH3:14])[N:9]=[C:8]([C:15]1([C:18]([F:20])([F:21])[F:19])[CH2:16][CH2:17]1)[N:7]=[C:6]2[N:22]1[CH2:27][CH2:26][CH:58]([C:53]2[CH:54]=[CH:55][CH:56]=[CH:57][C:52]=2[O:51][CH3:50])[CH2:24][CH2:23]1, predict the reactants needed to synthesize it. The reactants are: [CH3:1][O:2][C:3]1[CH:4]=[C:5]2[C:10](=[CH:11][C:12]=1[O:13][CH3:14])[N:9]=[C:8]([C:15]1([C:18]([F:21])([F:20])[F:19])[CH2:17][CH2:16]1)[N:7]=[C:6]2[N:22]1[CH2:27][CH2:26]N(C2C=CC=CC=2OC)[CH2:24][CH2:23]1.COC1C=CC=CC=1N1CCNCC1.[CH3:50][O:51][C:52]1[CH:57]=[CH:56][CH:55]=[CH:54][C:53]=1[CH:58]1CCNCC1. (4) Given the product [CH2:5]([CH:4]([CH2:25][CH2:26][CH2:27][CH2:28]/[CH:29]=[CH:30]\[CH2:31]/[CH:32]=[CH:33]\[CH2:34]/[CH:35]=[CH:36]\[CH2:37]/[CH:38]=[CH:39]\[CH2:40][CH2:41][CH2:42][CH2:43][CH3:44])[OH:3])[CH2:6][CH2:7][CH2:8]/[CH:9]=[CH:10]\[CH2:11]/[CH:12]=[CH:13]\[CH2:14]/[CH:15]=[CH:16]\[CH2:17]/[CH:18]=[CH:19]\[CH2:20][CH2:21][CH2:22][CH2:23][CH3:24], predict the reactants needed to synthesize it. The reactants are: C([O:3][CH:4]([CH2:25][CH2:26][CH2:27][CH2:28]/[CH:29]=[CH:30]\[CH2:31]/[CH:32]=[CH:33]\[CH2:34]/[CH:35]=[CH:36]\[CH2:37]/[CH:38]=[CH:39]\[CH2:40][CH2:41][CH2:42][CH2:43][CH3:44])[CH2:5][CH2:6][CH2:7][CH2:8]/[CH:9]=[CH:10]\[CH2:11]/[CH:12]=[CH:13]\[CH2:14]/[CH:15]=[CH:16]\[CH2:17]/[CH:18]=[CH:19]\[CH2:20][CH2:21][CH2:22][CH2:23][CH3:24])=O.[OH-].[K+].